This data is from Forward reaction prediction with 1.9M reactions from USPTO patents (1976-2016). The task is: Predict the product of the given reaction. Given the reactants [CH3:1][O:2][C:3]1[CH:8]=[CH:7][C:6]([N:9]2[C:18]3[C:13](=[CH:14][C:15]([F:26])=[C:16]([N:19]4[CH2:24][CH2:23][N:22]([CH3:25])[CH2:21][CH2:20]4)[CH:17]=3)[C:12](=[O:27])[N:11]([O:28]CC3C=CC=CC=3)[C:10]2=[O:36])=[CH:5][CH:4]=1, predict the reaction product. The product is: [CH3:1][O:2][C:3]1[CH:8]=[CH:7][C:6]([N:9]2[C:18]3[C:13](=[CH:14][C:15]([F:26])=[C:16]([N:19]4[CH2:20][CH2:21][N:22]([CH3:25])[CH2:23][CH2:24]4)[CH:17]=3)[C:12](=[O:27])[N:11]([OH:28])[C:10]2=[O:36])=[CH:5][CH:4]=1.